This data is from Full USPTO retrosynthesis dataset with 1.9M reactions from patents (1976-2016). The task is: Predict the reactants needed to synthesize the given product. (1) The reactants are: C([O:3][C:4](=[O:28])[CH2:5][C:6]1[CH:7]=[C:8]([C:14]2[CH:19]=[CH:18][C:17]([C:20]([F:23])([F:22])[F:21])=[CH:16][C:15]=2[CH2:24][NH:25][CH2:26][CH3:27])[C:9]([O:12][CH3:13])=[CH:10][CH:11]=1)C.[CH3:29][C:30]([CH3:35])([CH3:34])[C:31](Cl)=[O:32]. Given the product [CH3:29][C:30]([CH3:35])([CH3:34])[C:31]([N:25]([CH2:24][C:15]1[CH:16]=[C:17]([C:20]([F:21])([F:23])[F:22])[CH:18]=[CH:19][C:14]=1[C:8]1[C:9]([O:12][CH3:13])=[CH:10][CH:11]=[C:6]([CH2:5][C:4]([OH:3])=[O:28])[CH:7]=1)[CH2:26][CH3:27])=[O:32], predict the reactants needed to synthesize it. (2) Given the product [O:16]=[C:15]([O:17][C@@H:51]1[CH:52]2[CH2:55][CH2:56][N:49]([CH2:54][CH2:53]2)[CH2:50]1)[CH:14]([NH:13][C:9]1[CH:8]=[C:7]([CH:12]=[CH:11][CH:10]=1)[C:5]([O:4][CH2:1][CH:2]=[CH2:3])=[O:6])[C:18]1[CH:23]=[CH:22][CH:21]=[CH:20][CH:19]=1, predict the reactants needed to synthesize it. The reactants are: [CH2:1]([O:4][C:5]([C:7]1[CH:8]=[C:9]([NH:13][CH:14]([C:18]2[CH:23]=[CH:22][CH:21]=[CH:20][CH:19]=2)[C:15]([OH:17])=[O:16])[CH:10]=[CH:11][CH:12]=1)=[O:6])[CH:2]=[CH2:3].C1CCC(N=C=NC2CCCCC2)CC1.C1C=CC2N(O)N=NC=2C=1.[N:49]12[CH2:56][CH2:55][CH:52]([CH2:53][CH2:54]1)[C@@H:51](O)[CH2:50]2. (3) Given the product [Cl:1][C:2]1[N:3]=[N:4][C:5](/[CH:11]=[CH:10]/[C:9]([O:13][CH2:14][CH3:15])=[O:12])=[CH:6][CH:7]=1, predict the reactants needed to synthesize it. The reactants are: [Cl:1][C:2]1[N:3]=[N:4][C:5](I)=[CH:6][CH:7]=1.[C:9]([O:13][CH2:14][CH3:15])(=[O:12])[CH:10]=[CH2:11].C1(C)C=CC=CC=1P(C1C=CC=CC=1C)C1C=CC=CC=1C. (4) Given the product [C:1]([C:3]1[CH:4]=[CH:5][C:6]([NH:13][CH:14]2[CH2:17][CH2:16][CH2:15]2)=[C:7]([CH:12]=1)[C:8]([OH:10])=[O:9])#[N:2], predict the reactants needed to synthesize it. The reactants are: [C:1]([C:3]1[CH:4]=[CH:5][C:6]([NH:13][CH:14]2[CH2:17][CH2:16][CH2:15]2)=[C:7]([CH:12]=1)[C:8]([O:10]C)=[O:9])#[N:2]. (5) Given the product [Cl:22][C:17]1[CH:16]=[C:15]([CH:20]=[CH:19][C:18]=1[O:21][CH2:30][CH3:31])[CH2:14][C@H:10]1[O:11][CH2:12][CH2:13][NH:8][CH2:9]1, predict the reactants needed to synthesize it. The reactants are: C([N:8]1[CH2:13][CH2:12][O:11][C@H:10]([CH2:14][C:15]2[CH:20]=[CH:19][C:18]([OH:21])=[C:17]([Cl:22])[CH:16]=2)[CH2:9]1)(OC(C)(C)C)=O.C(=O)([O-])[O-].[K+].[K+].I[CH2:30][CH3:31].C1(S)C=CC=CC=1.C(=O)([O-])[O-].C(N(C(C)C)CC)(C)C. (6) Given the product [OH:2][C:3]1[CH:20]=[C:19]2[C:6]([C@@:7]3([CH3:24])[C@H:16]([CH2:17][S:18]2)[C@:15]2([CH3:21])[C@H:10]([C:11]([CH3:22])([CH3:23])[CH2:12][CH2:13][CH2:14]2)[CH2:9][CH2:8]3)=[C:5]([C:25]([NH:27][CH3:28])=[O:26])[CH:4]=1, predict the reactants needed to synthesize it. The reactants are: C[O:2][C:3]1[CH:20]=[C:19]2[C:6]([C@@:7]3([CH3:24])[C@H:16]([CH2:17][S:18]2)[C@:15]2([CH3:21])[C@H:10]([C:11]([CH3:23])([CH3:22])[CH2:12][CH2:13][CH2:14]2)[CH2:9][CH2:8]3)=[C:5]([C:25]([NH:27][CH3:28])=[O:26])[CH:4]=1.B(Br)(Br)Br.